From a dataset of TCR-epitope binding with 47,182 pairs between 192 epitopes and 23,139 TCRs. Binary Classification. Given a T-cell receptor sequence (or CDR3 region) and an epitope sequence, predict whether binding occurs between them. (1) The epitope is TLDSKTQSL. The TCR CDR3 sequence is CATRASPYNEQFF. Result: 0 (the TCR does not bind to the epitope). (2) The epitope is RLDKVEAEV. The TCR CDR3 sequence is CASSRQGNEQFF. Result: 0 (the TCR does not bind to the epitope).